Dataset: Catalyst prediction with 721,799 reactions and 888 catalyst types from USPTO. Task: Predict which catalyst facilitates the given reaction. (1) The catalyst class is: 6. Reactant: [NH2:1][CH2:2][C:3]([OH:5])=O.N1C=CC=CC=1.[OH-].[Na+].[CH2:14]([N:16]=[C:17]=[S:18])[CH3:15]. Product: [CH2:14]([N:16]1[C:3](=[O:5])[CH2:2][NH:1][C:17]1=[S:18])[CH3:15]. (2) Reactant: [Si]([O:8][C@H:9]1[CH2:13][CH2:12][N:11]([CH2:14][C@@H:15]([N:26](C)[C:27](=O)OC(C)(C)C)[C:16]2[CH:21]=[CH:20][CH:19]=[C:18]([C:22]([F:25])([F:24])[F:23])[CH:17]=2)[CH2:10]1)(C(C)(C)C)(C)C. Product: [CH3:27][NH:26][C@@H:15]([C:16]1[CH:21]=[CH:20][CH:19]=[C:18]([C:22]([F:25])([F:23])[F:24])[CH:17]=1)[CH2:14][N:11]1[CH2:12][CH2:13][C@H:9]([OH:8])[CH2:10]1. The catalyst class is: 281. (3) Reactant: [H-].[H-].[H-].[H-].[Li+].[Al+3].C([O:9][C:10](=O)[CH2:11][CH2:12][N:13]1[CH2:18][CH2:17][CH:16]([NH:19][C:20]2[N:24]([CH2:25][C:26]3[C:31]([OH:32])=[CH:30][CH:29]=[C:28]([CH3:33])[N:27]=3)[C:23]3[CH:34]=[C:35]([CH3:39])[CH:36]=[C:37]([CH3:38])[C:22]=3[N:21]=2)[CH2:15][CH2:14]1)C.O.C(OC(=O)C)C. Product: [OH:9][CH2:10][CH2:11][CH2:12][N:13]1[CH2:18][CH2:17][CH:16]([NH:19][C:20]2[N:24]([CH2:25][C:26]3[C:31]([OH:32])=[CH:30][CH:29]=[C:28]([CH3:33])[N:27]=3)[C:23]3[CH:34]=[C:35]([CH3:39])[CH:36]=[C:37]([CH3:38])[C:22]=3[N:21]=2)[CH2:15][CH2:14]1. The catalyst class is: 7. (4) Reactant: [Cl:1][C:2]1[CH:7]=[CH:6][CH:5]=[CH:4][C:3]=1[N:8]1[C:12]([O:13][C:14]2[CH:19]=[CH:18][CH:17]=[CH:16][C:15]=2[NH:20][C:21]([NH:23][C:24]2[CH:29]=[CH:28][C:27]([CH:30]3[CH2:35][CH2:34][NH:33][CH2:32][CH2:31]3)=[CH:26][CH:25]=2)=[O:22])=[CH:11][C:10]([CH3:36])=[N:9]1.C(N(CC)CC)C.[C:44](OC(=O)C)(=[O:46])[CH3:45]. Product: [C:44]([N:33]1[CH2:34][CH2:35][CH:30]([C:27]2[CH:26]=[CH:25][C:24]([NH:23][C:21]([NH:20][C:15]3[CH:16]=[CH:17][CH:18]=[CH:19][C:14]=3[O:13][C:12]3[N:8]([C:3]4[CH:4]=[CH:5][CH:6]=[CH:7][C:2]=4[Cl:1])[N:9]=[C:10]([CH3:36])[CH:11]=3)=[O:22])=[CH:29][CH:28]=2)[CH2:31][CH2:32]1)(=[O:46])[CH3:45]. The catalyst class is: 2. (5) Reactant: [I:1][C:2]1[C:3](=[O:21])[C:4]2[C:9]([O:10][C:11]=1[C:12]1[CH:17]=[CH:16][CH:15]=[CH:14][CH:13]=1)=[C:8]1[NH:18][N:19]=[CH:20][C:7]1=[CH:6][CH:5]=2.[Cl:22][O-].[Na+]. Product: [Cl:22][C:20]1[C:7]2=[CH:6][CH:5]=[C:4]3[C:9]([O:10][C:11]([C:12]4[CH:17]=[CH:16][CH:15]=[CH:14][CH:13]=4)=[C:2]([I:1])[C:3]3=[O:21])=[C:8]2[NH:18][N:19]=1. The catalyst class is: 14. (6) Reactant: [OH:1][CH2:2][CH:3]([NH:5][C:6](=[O:15])[O:7][CH2:8][C:9]1[CH:14]=[CH:13][CH:12]=[CH:11][CH:10]=1)[CH3:4].C(N(CC)CC)C.[CH3:23][S:24](Cl)(=[O:26])=[O:25]. Product: [CH3:23][S:24]([O:1][CH2:2][CH:3]([NH:5][C:6]([O:7][CH2:8][C:9]1[CH:14]=[CH:13][CH:12]=[CH:11][CH:10]=1)=[O:15])[CH3:4])(=[O:26])=[O:25]. The catalyst class is: 7. (7) Reactant: C[O:2][C:3](=[O:33])[CH2:4][O:5][C:6]1[CH:15]=[CH:14][C:13]2[C:8](=[CH:9][CH:10]=[C:11]([C:16]3[O:17][C:18]4[CH:32]=[CH:31][CH:30]=[CH:29][C:19]=4[C:20]=3[C:21](=[O:28])[C:22]3[CH:27]=[CH:26][CH:25]=[CH:24][CH:23]=3)[CH:12]=2)[CH:7]=1.[OH-].[K+]. Product: [C:21]([C:20]1[C:19]2[CH:29]=[CH:30][CH:31]=[CH:32][C:18]=2[O:17][C:16]=1[C:11]1[CH:12]=[C:13]2[C:8](=[CH:9][CH:10]=1)[CH:7]=[C:6]([O:5][CH2:4][C:3]([OH:33])=[O:2])[CH:15]=[CH:14]2)(=[O:28])[C:22]1[CH:23]=[CH:24][CH:25]=[CH:26][CH:27]=1. The catalyst class is: 36. (8) Reactant: [CH2:1]([C:8]([N:10]1[CH2:18][CH2:17][N:16]([C:19]([CH2:21][CH2:22][CH2:23][CH2:24][CH2:25][CH2:26][CH3:27])=O)[CH2:15][CH2:14][N:13]([C:28]([CH2:30][CH2:31][CH2:32][CH2:33][CH2:34][CH2:35][CH3:36])=O)[CH2:12][CH2:11]1)=O)[CH2:2][CH2:3][CH2:4][CH2:5][CH2:6][CH3:7].B.C1COCC1.[OH-].[Na+]. Product: [CH2:8]([N:10]1[CH2:18][CH2:17][N:16]([CH2:19][CH2:21][CH2:22][CH2:23][CH2:24][CH2:25][CH2:26][CH3:27])[CH2:15][CH2:14][N:13]([CH2:28][CH2:30][CH2:31][CH2:32][CH2:33][CH2:34][CH2:35][CH3:36])[CH2:12][CH2:11]1)[CH2:1][CH2:2][CH2:3][CH2:4][CH2:5][CH2:6][CH3:7]. The catalyst class is: 5.